From a dataset of Forward reaction prediction with 1.9M reactions from USPTO patents (1976-2016). Predict the product of the given reaction. (1) Given the reactants [N:1]1[CH:6]=[CH:5][CH:4]=[CH:3][C:2]=1[CH:7]=[C:8]1[S:12][C:11](=[O:13])[NH:10][C:9]1=[O:14], predict the reaction product. The product is: [N:1]1[CH:6]=[CH:5][CH:4]=[CH:3][C:2]=1[CH2:7][CH:8]1[S:12][C:11](=[O:13])[NH:10][C:9]1=[O:14]. (2) Given the reactants [CH3:1][O:2][C:3]1[C:8]([O:9][CH3:10])=[C:7]([C:11]2[CH:12]=[N:13][N:14]([C:18]3[CH:33]=[CH:32][C:21]([C:22]([NH:24][CH2:25][CH:26]4[CH2:31][CH2:30][O:29][CH2:28][CH2:27]4)=[O:23])=[CH:20][N:19]=3)[C:15]=2[O:16]C)[CH:6]=[CH:5][N:4]=1.[Cl-].[Li+], predict the reaction product. The product is: [CH3:1][O:2][C:3]1[C:8]([O:9][CH3:10])=[C:7]([C:11]2[CH:12]=[N:13][N:14]([C:18]3[CH:33]=[CH:32][C:21]([C:22]([NH:24][CH2:25][CH:26]4[CH2:31][CH2:30][O:29][CH2:28][CH2:27]4)=[O:23])=[CH:20][N:19]=3)[C:15]=2[OH:16])[CH:6]=[CH:5][N:4]=1. (3) Given the reactants [NH:1]1[CH2:6][CH2:5][O:4][CH2:3][CH2:2]1.Cl[C:8]1[N:13]=[C:12]([Cl:14])[N:11]=[C:10]2[NH:15][N:16]=[CH:17][C:9]=12, predict the reaction product. The product is: [Cl:14][C:12]1[N:11]=[C:10]2[NH:15][N:16]=[CH:17][C:9]2=[C:8]([N:1]2[CH2:6][CH2:5][O:4][CH2:3][CH2:2]2)[N:13]=1. (4) Given the reactants I[C:2]1[N:25](S(C2C=CC=CC=2)(=O)=O)[C:5]2=[N:6][CH:7]=[CH:8][C:9]([C:10]3[CH:11]=[CH:12][C:13]([O:18][CH:19]4[CH2:24][CH2:23][O:22][CH2:21][CH2:20]4)=[C:14]([CH:17]=3)[C:15]#[N:16])=[C:4]2[CH:3]=1.[Cu][C:36]#[N:37].ClCCl.C([O-])([O-])=O.[Cs+].[Cs+], predict the reaction product. The product is: [C:15]([C:14]1[CH:17]=[C:10]([C:9]2[CH:8]=[CH:7][N:6]=[C:5]3[NH:25][C:2]([C:36]#[N:37])=[CH:3][C:4]=23)[CH:11]=[CH:12][C:13]=1[O:18][CH:19]1[CH2:20][CH2:21][O:22][CH2:23][CH2:24]1)#[N:16]. (5) Given the reactants [CH3:1][O:2][CH:3]1[CH2:8][CH2:7][NH:6][CH2:5][CH2:4]1.Br[CH2:10][CH2:11][CH2:12][N:13]1[C:17](=[O:18])[C:16]2=[CH:19][CH:20]=[CH:21][CH:22]=[C:15]2[C:14]1=[O:23].C([O-])([O-])=O.[K+].[K+], predict the reaction product. The product is: [CH3:1][O:2][CH:3]1[CH2:8][CH2:7][N:6]([CH2:10][CH2:11][CH2:12][N:13]2[C:17](=[O:18])[C:16]3[C:15](=[CH:22][CH:21]=[CH:20][CH:19]=3)[C:14]2=[O:23])[CH2:5][CH2:4]1. (6) Given the reactants [F:1][C:2]1([F:59])[CH2:7][CH2:6][CH:5]([C:8]2[C:17]3[CH:16]([O:18]CC4C=CC(OC)=CC=4)[CH2:15][C:14]([CH3:29])([CH3:28])[CH2:13][C:12]=3[N:11]=[C:10]([CH:30]3[CH2:35][CH2:34][N:33]([C:36]4[N:41]=[CH:40][C:39]([CH:42](O)[CH:43]([CH3:45])[CH3:44])=[CH:38][N:37]=4)[CH2:32][CH2:31]3)[C:9]=2[CH:47]([F:58])[C:48]2[CH:53]=[CH:52][C:51]([C:54]([F:57])([F:56])[F:55])=[CH:50][CH:49]=2)[CH2:4][CH2:3]1.C([SiH](CC)CC)C.FC(F)(F)C(O)=O.C(=O)([O-])O.[Na+], predict the reaction product. The product is: [F:59][C:2]1([F:1])[CH2:3][CH2:4][CH:5]([C:8]2[C:17]3[CH:16]([OH:18])[CH2:15][C:14]([CH3:29])([CH3:28])[CH2:13][C:12]=3[N:11]=[C:10]([CH:30]3[CH2:35][CH2:34][N:33]([C:36]4[N:41]=[CH:40][C:39]([CH2:42][CH:43]([CH3:44])[CH3:45])=[CH:38][N:37]=4)[CH2:32][CH2:31]3)[C:9]=2[CH:47]([F:58])[C:48]2[CH:49]=[CH:50][C:51]([C:54]([F:55])([F:57])[F:56])=[CH:52][CH:53]=2)[CH2:6][CH2:7]1. (7) Given the reactants [BH4-].[Na+].[F:3][C:4]([F:22])([F:21])[C:5]1[CH:10]=[CH:9][C:8]([CH:11]2[O:15][N:14]=[C:13]([C:16](OCC)=[O:17])[CH2:12]2)=[CH:7][CH:6]=1, predict the reaction product. The product is: [F:22][C:4]([F:3])([F:21])[C:5]1[CH:6]=[CH:7][C:8]([CH:11]2[O:15][N:14]=[C:13]([CH2:16][OH:17])[CH2:12]2)=[CH:9][CH:10]=1.